From a dataset of Full USPTO retrosynthesis dataset with 1.9M reactions from patents (1976-2016). Predict the reactants needed to synthesize the given product. (1) Given the product [NH2:1][C:2]1[C:3]2[CH2:9][N:8]([C:10]([O:12][C:13]([CH3:16])([CH3:15])[CH3:14])=[O:11])[C:7]([CH3:18])([CH3:17])[C:4]=2[N:5]([CH2:33][O:32][CH2:31][CH2:30][Si:29]([CH3:36])([CH3:35])[CH3:28])[N:6]=1, predict the reactants needed to synthesize it. The reactants are: [NH2:1][C:2]1[C:3]2[CH2:9][N:8]([C:10]([O:12][C:13]([CH3:16])([CH3:15])[CH3:14])=[O:11])[C:7]([CH3:18])([CH3:17])[C:4]=2[NH:5][N:6]=1.C(N(C(C)C)CC)(C)C.[CH3:28][Si:29]([CH3:36])([CH3:35])[CH2:30][CH2:31][O:32][CH2:33]Cl. (2) Given the product [NH2:1][C:2]1[N:3]=[C:4]([C:9]([F:12])([CH3:11])[CH3:10])[N:5]=[C:6]([NH:32][C@H:27]([CH:28]2[CH2:31][CH2:30][CH2:29]2)[CH2:26][O:25][C:19]2[CH:20]=[CH:21][CH:22]=[CH:23][CH:24]=2)[N:7]=1, predict the reactants needed to synthesize it. The reactants are: [NH2:1][C:2]1[N:7]=[C:6](Cl)[N:5]=[C:4]([C:9]([F:12])([CH3:11])[CH3:10])[N:3]=1.C(=O)([O-])[O-].[K+].[K+].[C:19]1([O:25][CH2:26][C@H:27]([NH2:32])[CH:28]2[CH2:31][CH2:30][CH2:29]2)[CH:24]=[CH:23][CH:22]=[CH:21][CH:20]=1. (3) Given the product [Br:20][C:21]1[CH:29]=[CH:28][C:24]([C:25]([C:9]2[C:8]([CH3:12])([CH3:11])[CH2:7][CH2:6][N:5]([C:1]([CH3:4])([CH3:2])[CH3:3])[CH:10]=2)=[O:26])=[CH:23][CH:22]=1, predict the reactants needed to synthesize it. The reactants are: [C:1]([N:5]1[CH:10]=[CH:9][C:8]([CH3:12])([CH3:11])[CH2:7][CH2:6]1)([CH3:4])([CH3:3])[CH3:2].C(N(CC)CC)C.[Br:20][C:21]1[CH:29]=[CH:28][C:24]([C:25](Cl)=[O:26])=[CH:23][CH:22]=1. (4) Given the product [CH2:78]([O:8][C:9]1[CH:10]=[CH:11][C:12]2[CH2:13][C@H:14]3[N:26]([CH2:27][CH:28]4[CH2:29][CH2:30]4)[CH2:25][CH2:24][C@:20]45[C:21]=2[C:22]=1[O:23][C@H:19]4[C@H:18]([N:31]1[CH:32]([CH2:47][C:43]([O:45][CH3:46])=[O:44])[C:33]2[C:38](=[CH:37][CH:36]=[CH:35][CH:34]=2)[C:39]1=[O:40])[CH2:17][CH2:16][C@@:15]35[OH:42])[C:72]1[CH:77]=[CH:76][CH:75]=[CH:74][CH:73]=1, predict the reactants needed to synthesize it. The reactants are: C([O:8][C:9]1[CH:10]=[CH:11][C:12]2[CH2:13][C@H:14]3[N:26]([CH2:27][CH:28]4[CH2:30][CH2:29]4)[CH2:25][CH2:24][C@:20]45[C:21]=2[C:22]=1[O:23][C@H:19]4[C@H:18]([N:31]1[CH:39]([OH:40])[C:38]2[C:33](=[CH:34][CH:35]=[CH:36][CH:37]=2)[C:32]1=O)[CH2:17][CH2:16][C@@:15]35[OH:42])C1C=CC=CC=1.[C:43]([CH:47]=P(C1C=CC=CC=1)(C1C=CC=CC=1)C1C=CC=CC=1)([O:45][CH3:46])=[O:44].C(=O)([O-])O.[Na+].[C:72]1([CH3:78])[CH:77]=[CH:76][CH:75]=[CH:74][CH:73]=1. (5) The reactants are: C(Cl)(=O)C(Cl)=O.CS(C)=O.[C:11]([C:13]1[CH:17]=[C:16]([CH:18]([OH:22])[CH:19]([CH3:21])[CH3:20])[S:15][CH:14]=1)#[N:12].C(N(CC)CC)C. Given the product [C:11]([C:13]1[CH:17]=[C:16]([C:18](=[O:22])[CH:19]([CH3:20])[CH3:21])[S:15][CH:14]=1)#[N:12], predict the reactants needed to synthesize it. (6) Given the product [BrH:7].[Cl:1][C:2]1[CH:9]=[CH:8][C:5]([CH2:6][S:15][C:14]2[NH:16][CH2:11][CH2:12][N:13]=2)=[C:4]([F:10])[CH:3]=1, predict the reactants needed to synthesize it. The reactants are: [Cl:1][C:2]1[CH:9]=[CH:8][C:5]([CH2:6][Br:7])=[C:4]([F:10])[CH:3]=1.[CH2:11]1[NH:16][C:14](=[S:15])[NH:13][CH2:12]1. (7) Given the product [Br:16][C:17]1[CH:22]=[CH:21][C:20]([S:23]([NH:32][C@@H:30]([CH3:31])[C:29]([F:34])([F:33])[F:28])(=[O:25])=[O:24])=[CH:19][C:18]=1[Cl:27], predict the reactants needed to synthesize it. The reactants are: BrC1C=CC(S(Cl)(=O)=O)=C(F)C=1C(F)F.[Br:16][C:17]1[CH:22]=[CH:21][C:20]([S:23](Cl)(=[O:25])=[O:24])=[CH:19][C:18]=1[Cl:27].[F:28][C:29]([F:34])([F:33])[C@@H:30]([NH2:32])[CH3:31]. (8) Given the product [C:15]([C:11]1[N:10]=[C:9]([CH2:19][C:18]([OH:21])=[S:3])[CH:14]=[CH:13][CH:12]=1)#[N:16], predict the reactants needed to synthesize it. The reactants are: C(O)(=O)C[SH:3].[H-].[Na+].Cl[C:9]1[CH:14]=[CH:13][CH:12]=[C:11]([C:15]#[N:16])[N:10]=1.Cl.[C:18]([O:21]CC)(=O)[CH3:19]. (9) The reactants are: C(OC([N:8]1[CH2:17][CH2:16][C:15]2[C:11](=[C:12](OS(C(F)(F)F)(=O)=O)[N:13]([CH:18]3[CH2:23][CH2:22][CH2:21][CH2:20][CH2:19]3)[N:14]=2)[CH2:10][CH2:9]1)=O)(C)(C)C.[CH3:32][O:33][C:34]1[CH:39]=[CH:38][C:37](B(O)O)=[CH:36][CH:35]=1. Given the product [CH:18]1([N:13]2[C:12]([C:37]3[CH:38]=[CH:39][C:34]([O:33][CH3:32])=[CH:35][CH:36]=3)=[C:11]3[C:15]([CH2:16][CH2:17][NH:8][CH2:9][CH2:10]3)=[N:14]2)[CH2:19][CH2:20][CH2:21][CH2:22][CH2:23]1, predict the reactants needed to synthesize it. (10) Given the product [CH3:16][C:17]1[C:18]([N:23]([CH2:46][O:47][CH2:48][CH2:49][O:50][CH3:51])[S:24]([C:27]2[S:28][C:29]([CH3:45])=[CH:30][C:31]=2[C:32]2[CH:43]=[CH:42][C:35]([CH2:36][N:12]3[C:5]4[CH:4]=[C:3]([CH2:1][CH3:2])[N:8]=[C:7]([CH3:9])[C:6]=4[C:10]([CH3:13])=[N:11]3)=[CH:34][C:33]=2[CH3:44])(=[O:26])=[O:25])=[N:19][O:20][C:21]=1[CH3:22], predict the reactants needed to synthesize it. The reactants are: [CH2:1]([C:3]1[N:8]=[C:7]([CH3:9])[C:6]2[C:10]([CH3:13])=[N:11][NH:12][C:5]=2[CH:4]=1)[CH3:2].[H-].[Na+].[CH3:16][C:17]1[C:18]([N:23]([CH2:46][O:47][CH2:48][CH2:49][O:50][CH3:51])[S:24]([C:27]2[S:28][C:29]([CH3:45])=[CH:30][C:31]=2[C:32]2[CH:43]=[CH:42][C:35]([CH2:36]OS(C)(=O)=O)=[CH:34][C:33]=2[CH3:44])(=[O:26])=[O:25])=[N:19][O:20][C:21]=1[CH3:22].O.